From a dataset of Reaction yield outcomes from USPTO patents with 853,638 reactions. Predict the reaction yield, written as a fraction of the theoretical maximum amount of product (1.0 means a 100% yield; for example, 0.34 means a 34% yield). (1) The reactants are [OH:1][CH2:2][C@@H:3]([NH:10][C:11](=[O:17])[O:12][C:13]([CH3:16])([CH3:15])[CH3:14])[C:4]1[CH:9]=[CH:8][CH:7]=[CH:6][CH:5]=1.[CH3:18][S:19](Cl)(=[O:21])=[O:20]. The catalyst is C(Cl)Cl. The product is [CH3:18][S:19]([O:1][CH2:2][C@@H:3]([NH:10][C:11]([O:12][C:13]([CH3:14])([CH3:16])[CH3:15])=[O:17])[C:4]1[CH:9]=[CH:8][CH:7]=[CH:6][CH:5]=1)(=[O:21])=[O:20]. The yield is 1.00. (2) The reactants are Br[C:2]1[CH:3]=[C:4]([C:9]([F:12])([F:11])[F:10])[CH:5]=[C:6]([F:8])[CH:7]=1.C([Li])CCC.[F:18][C:19]([F:26])([F:25])[C:20](OCC)=[O:21].O. The catalyst is CCOCC. The product is [F:18][C:19]([F:26])([F:25])[C:20]([C:2]1[CH:3]=[C:4]([C:9]([F:12])([F:11])[F:10])[CH:5]=[C:6]([F:8])[CH:7]=1)=[O:21]. The yield is 0.759.